Dataset: Full USPTO retrosynthesis dataset with 1.9M reactions from patents (1976-2016). Task: Predict the reactants needed to synthesize the given product. (1) Given the product [Br:1][C:2]1[CH:3]=[CH:4][C:5]([F:19])=[C:6]([C@:8]2([CH:16]([F:17])[F:18])[CH2:14][CH2:13][S:20](=[O:25])(=[O:21])[CH2:11][C:10]([NH2:15])=[N:9]2)[CH:7]=1, predict the reactants needed to synthesize it. The reactants are: [Br:1][C:2]1[CH:3]=[CH:4][C:5]([F:19])=[C:6]([C@:8]2([CH:16]([F:18])[F:17])[CH2:14][CH2:13]S[CH2:11][C:10]([NH2:15])=[N:9]2)[CH:7]=1.[S:20]([O-:25])(O[O-])(=O)=[O:21].[K+].[K+]. (2) Given the product [CH2:15]1[C:16]2([CH2:19][CH2:20][CH2:21][CH2:22][CH2:23][CH2:24]2)[CH2:17][CH2:18][CH:14]1[CH2:13][O:12][C:9]1[CH:10]=[CH:11][C:6]([CH2:5][CH2:4][C:3]([OH:25])=[O:2])=[CH:7][CH:8]=1, predict the reactants needed to synthesize it. The reactants are: C[O:2][C:3](=[O:25])[CH2:4][CH2:5][C:6]1[CH:11]=[CH:10][C:9]([O:12][CH2:13][CH:14]2[CH2:18][CH2:17][C:16]3([CH2:24][CH2:23][CH2:22][CH2:21][CH2:20][CH2:19]3)[CH2:15]2)=[CH:8][CH:7]=1.C(O)C.[OH-].[Na+].